Dataset: Forward reaction prediction with 1.9M reactions from USPTO patents (1976-2016). Task: Predict the product of the given reaction. (1) Given the reactants CS(C)=O.C(Cl)(=O)C(Cl)=O.[CH3:11][N:12]1[CH:20]=[C:19]2[C:14]([CH:15]=[CH:16][CH:17]=[C:18]2[CH2:21][OH:22])=[N:13]1.C(N(CC)CC)C.[NH4+].[Cl-], predict the reaction product. The product is: [CH3:11][N:12]1[CH:20]=[C:19]2[C:14]([CH:15]=[CH:16][CH:17]=[C:18]2[CH:21]=[O:22])=[N:13]1. (2) Given the reactants C[N:2]([CH3:15])[CH:3]=[CH:4][C:5]([C:7]1[CH:8]=[C:9]([NH:13][CH3:14])[CH:10]=[CH:11][CH:12]=1)=O.N[C:17]1[C:21]([C:22]([C:24]2[CH:29]=[CH:28][CH:27]=[CH:26][CH:25]=2)=[O:23])=C[NH:19][N:18]=1, predict the reaction product. The product is: [CH3:14][NH:13][C:9]1[CH:8]=[C:7]([C:5]2[N:19]3[N:18]=[CH:17][C:21]([C:22]([C:24]4[CH:29]=[CH:28][CH:27]=[CH:26][CH:25]=4)=[O:23])=[C:15]3[N:2]=[CH:3][CH:4]=2)[CH:12]=[CH:11][CH:10]=1. (3) The product is: [CH3:18][C:16]1[N:17]=[C:10]2[C:9](=[O:8])[CH2:14][CH2:13][CH2:12][N:11]2[CH:15]=1. Given the reactants C([O:8][C:9]1[C:10]2[N:11]([CH:15]=[C:16]([CH3:18])[N:17]=2)[CH:12]=[CH:13][CH:14]=1)C1C=CC=CC=1.[H][H], predict the reaction product.